From a dataset of Full USPTO retrosynthesis dataset with 1.9M reactions from patents (1976-2016). Predict the reactants needed to synthesize the given product. (1) Given the product [OH:37][CH2:36][CH2:35][C@@H:34]([NH:33][C:31](=[O:32])[O:30][C:26]([CH3:28])([CH3:27])[CH3:29])[C:38]([NH:1][CH2:2][CH:3]1[CH2:8][CH2:7][C:6]2[C:9]3[C:14]([NH:15][C:16]4[CH:17]=[C:18]5[C:22](=[CH:23][CH:24]=4)[NH:21][N:20]=[CH:19]5)=[N:13][CH:12]=[N:11][C:10]=3[S:25][C:5]=2[CH2:4]1)=[O:39], predict the reactants needed to synthesize it. The reactants are: [NH2:1][CH2:2][CH:3]1[CH2:8][CH2:7][C:6]2[C:9]3[C:14]([NH:15][C:16]4[CH:17]=[C:18]5[C:22](=[CH:23][CH:24]=4)[NH:21][N:20]=[CH:19]5)=[N:13][CH:12]=[N:11][C:10]=3[S:25][C:5]=2[CH2:4]1.[C:26]([O:30][C:31]([NH:33][C@H:34]([C:38](O)=[O:39])[CH2:35][CH2:36][OH:37])=[O:32])([CH3:29])([CH3:28])[CH3:27]. (2) The reactants are: [O:1]1[C:5]2[CH:6]=[CH:7][C:8]([C:10]3([C:13]([NH:15][C:16]4[S:17][C:18]([C@@H:21]([N:30]5[CH2:34][CH2:33][C@@H:32]([O:35][Si](C(C)(C)C)(C)C)[CH2:31]5)[C:22]5[CH:27]=[CH:26][C:25]([F:28])=[CH:24][C:23]=5[Cl:29])=[CH:19][N:20]=4)=[O:14])[CH2:12][CH2:11]3)=[CH:9][C:4]=2[O:3][CH2:2]1.CCCC[N+](CCCC)(CCCC)CCCC.[F-]. Given the product [O:1]1[C:5]2[CH:6]=[CH:7][C:8]([C:10]3([C:13]([NH:15][C:16]4[S:17][C:18]([C@H:21]([C:22]5[CH:27]=[CH:26][C:25]([F:28])=[CH:24][C:23]=5[Cl:29])[N:30]5[CH2:34][CH2:33][C@@H:32]([OH:35])[CH2:31]5)=[CH:19][N:20]=4)=[O:14])[CH2:12][CH2:11]3)=[CH:9][C:4]=2[O:3][CH2:2]1, predict the reactants needed to synthesize it. (3) Given the product [CH3:1][O:2][C:3](=[O:20])[CH:4]([CH2:9][C:10]1[CH:11]=[C:12]2[C:16](=[C:17]([CH3:19])[CH:18]=1)[NH:15][N:14]=[CH:13]2)[CH2:5][C:6]([OH:8])=[O:7], predict the reactants needed to synthesize it. The reactants are: [CH3:1][O:2][C:3](=[O:20])[C:4](=[CH:9][C:10]1[CH:11]=[C:12]2[C:16](=[C:17]([CH3:19])[CH:18]=1)[NH:15][N:14]=[CH:13]2)[CH2:5][C:6]([OH:8])=[O:7]. (4) Given the product [OH:8][CH2:9][C:10]1([CH3:37])[S:16][CH2:15][CH2:14][N:13]2[C:17]([C:20]3([C:23]4[CH:28]=[CH:27][C:26]([C:29]5[N:34]=[C:33]([C:35]#[N:36])[CH:32]=[CH:31][CH:30]=5)=[CH:25][CH:24]=4)[CH2:22][CH2:21]3)=[N:18][N:19]=[C:12]2[CH2:11]1, predict the reactants needed to synthesize it. The reactants are: [Si]([O:8][CH2:9][C:10]1([CH3:37])[S:16][CH2:15][CH2:14][N:13]2[C:17]([C:20]3([C:23]4[CH:28]=[CH:27][C:26]([C:29]5[N:34]=[C:33]([C:35]#[N:36])[CH:32]=[CH:31][CH:30]=5)=[CH:25][CH:24]=4)[CH2:22][CH2:21]3)=[N:18][N:19]=[C:12]2[CH2:11]1)(C(C)(C)C)(C)C.Cl. (5) Given the product [CH2:18]1[CH:19]2[C:15]3([C:13]([NH:12][C:11]4[C:6]([C:4]([OH:5])=[O:3])=[N:7][CH:8]=[CH:9][CH:10]=4)=[O:14])[CH2:22][CH:21]([CH2:23][CH:17]1[CH2:16]3)[CH2:20]2, predict the reactants needed to synthesize it. The reactants are: C([O:3][C:4]([C:6]1[C:11]([NH:12][C:13]([C:15]23[CH2:22][CH:21]4[CH2:23][CH:17]([CH2:18][CH:19]2[CH2:20]4)[CH2:16]3)=[O:14])=[CH:10][CH:9]=[CH:8][N:7]=1)=[O:5])C.[OH-].[K+].Cl. (6) Given the product [F:20][C:21]1[CH:22]=[C:23]2[C:28](=[CH:29][C:30]=1[CH:36]([C:37]([O:39][CH2:40][CH3:41])=[O:38])[C:35]([O:43][CH2:44][CH3:45])=[O:42])[O:27][CH2:26][CH:25]([CH2:32][CH2:33][CH3:34])[CH2:24]2, predict the reactants needed to synthesize it. The reactants are: C(=O)([O-])[O-].[Cs+].[Cs+].C1(C2C=CC=CC=2O)C=CC=CC=1.[F:20][C:21]1[CH:22]=[C:23]2[C:28](=[CH:29][C:30]=1I)[O:27][CH2:26][CH:25]([CH2:32][CH2:33][CH3:34])[CH2:24]2.[C:35]([O:43][CH2:44][CH3:45])(=[O:42])[CH2:36][C:37]([O:39][CH2:40][CH3:41])=[O:38]. (7) Given the product [CH3:33][N:16]1[CH2:15][CH2:14][N:13]([C:17]2[C:26]3[CH:25]=[C:24]([CH3:27])[S:23][C:22]=3[NH:21][C:20]3[CH:28]=[CH:29][CH:30]=[CH:31][C:19]=3[N:18]=2)[CH2:12][C@@H:11]1[CH2:10][O:3][C:4]1[CH:9]=[CH:8][CH:7]=[CH:6][CH:5]=1, predict the reactants needed to synthesize it. The reactants are: C=O.[O:3]([CH2:10][C@@H:11]1[NH:16][CH2:15][CH2:14][N:13]([C:17]2[C:26]3[CH:25]=[C:24]([CH3:27])[S:23][C:22]=3[NH:21][C:20]3[CH:28]=[CH:29][CH:30]=[CH:31][C:19]=3[N:18]=2)[CH2:12]1)[C:4]1[CH:9]=[CH:8][CH:7]=[CH:6][CH:5]=1.Cl[CH:33](Cl)C.C(O[BH-](OC(=O)C)OC(=O)C)(=O)C.[Na+].